This data is from Forward reaction prediction with 1.9M reactions from USPTO patents (1976-2016). The task is: Predict the product of the given reaction. (1) Given the reactants [C:1]([O:5][C:6]([N:8]1[CH2:13][CH2:12][CH2:11][C:10]([CH:17]([CH3:20])[CH:18]=[CH2:19])(C(O)=O)[CH2:9]1)=[O:7])([CH3:4])([CH3:3])[CH3:2].C([N:23]([CH2:26]C)CC)C.C1(P(N=[N+]=[N-])(C2C=CC=CC=2)=[O:35])C=CC=CC=1.[CH2:45]([OH:52])[C:46]1[CH:51]=[CH:50][CH:49]=[CH:48][CH:47]=1, predict the reaction product. The product is: [C:1]([O:5][C:6]([N:8]1[CH2:13][CH2:12][CH2:11][C:10]([NH:23][C:26]([O:52][CH2:45][C:46]2[CH:51]=[CH:50][CH:49]=[CH:48][CH:47]=2)=[O:35])([CH:17]([CH3:20])[CH:18]=[CH2:19])[CH2:9]1)=[O:7])([CH3:2])([CH3:3])[CH3:4]. (2) Given the reactants [C:1]([CH:4]([NH:13][C:14]1[C:23]([C:24]([OH:26])=[O:25])=[CH:22][C:21]2[C:16](=[CH:17][CH:18]=[C:19]([Cl:27])[CH:20]=2)[N:15]=1)[CH2:5][C:6]1[CH:11]=[CH:10][C:9]([OH:12])=[CH:8][CH:7]=1)([OH:3])=[O:2].[H-].[Na+].Cl[C:31]1[CH:40]=[CH:39][C:38]2[C:33](=[CH:34][CH:35]=[CH:36][CH:37]=2)[N:32]=1.Cl, predict the reaction product. The product is: [C:1]([CH:4]([NH:13][C:14]1[C:23]([C:24]([OH:26])=[O:25])=[CH:22][C:21]2[C:16](=[CH:17][CH:18]=[C:19]([Cl:27])[CH:20]=2)[N:15]=1)[CH2:5][C:6]1[CH:7]=[CH:8][C:9]([O:12][C:31]2[CH:40]=[CH:39][C:38]3[C:33](=[CH:34][CH:35]=[CH:36][CH:37]=3)[N:32]=2)=[CH:10][CH:11]=1)([OH:3])=[O:2]. (3) The product is: [Cl:1][C:2]1[CH:3]=[C:4]([C:9]2([OH:13])[CH2:12][N:11]([CH2:21][CH2:22][CH3:23])[CH2:10]2)[CH:5]=[C:6]([F:8])[CH:7]=1. Given the reactants [Cl:1][C:2]1[CH:3]=[C:4]([C:9]2([OH:13])[CH2:12][NH:11][CH2:10]2)[CH:5]=[C:6]([F:8])[CH:7]=1.C(=O)([O-])[O-].[K+].[K+].I[CH2:21][CH2:22][CH3:23].O, predict the reaction product. (4) Given the reactants Cl[C:2]1[C:11]2[C:6](=[CH:7][CH:8]=[C:9]([F:12])[CH:10]=2)[CH:5]=[C:4]([Cl:13])[N:3]=1.[NH2:14][C@H:15]1[CH2:19][CH2:18][N:17]([C:20]([O:22][C:23]([CH3:26])([CH3:25])[CH3:24])=[O:21])[CH2:16]1.CCN(CC)CC, predict the reaction product. The product is: [Cl:13][C:4]1[N:3]=[C:2]([NH:14][C@H:15]2[CH2:19][CH2:18][N:17]([C:20]([O:22][C:23]([CH3:26])([CH3:25])[CH3:24])=[O:21])[CH2:16]2)[C:11]2[C:6]([CH:5]=1)=[CH:7][CH:8]=[C:9]([F:12])[CH:10]=2. (5) Given the reactants Br[C:2]1[CH:3]=[C:4]([C:9]([OH:11])=O)[CH:5]=[N:6][C:7]=1Cl.[OH:12][CH2:13][CH:14]1[CH2:16][CH2:15]1.[F:17][C:18]1[CH:23]=[CH:22][C:21](B(O)O)=[CH:20][CH:19]=1.Cl.[NH2:28][CH2:29][C:30]([CH3:33])([OH:32])[CH3:31], predict the reaction product. The product is: [CH:14]1([CH2:13][O:12][C:7]2[C:2]([C:21]3[CH:22]=[CH:23][C:18]([F:17])=[CH:19][CH:20]=3)=[CH:3][C:4]([C:9]([NH:28][CH2:29][C:30]([OH:32])([CH3:33])[CH3:31])=[O:11])=[CH:5][N:6]=2)[CH2:16][CH2:15]1.